This data is from Reaction yield outcomes from USPTO patents with 853,638 reactions. The task is: Predict the reaction yield, written as a fraction of the theoretical maximum amount of product (1.0 means a 100% yield; for example, 0.34 means a 34% yield). The reactants are [CH:1]([C:3]1[N:7]([CH3:8])[CH:6]=[N:5][C:4]=1[C:9]#[N:10])=O.Cl.[NH2:12][CH2:13][CH:14]([C:21]1[CH:26]=[C:25]([F:27])[CH:24]=[C:23]([F:28])[C:22]=1[F:29])[CH2:15][C:16](OCC)=[O:17]. The yield is 0.258. No catalyst specified. The product is [CH3:8][N:7]1[C:3]([CH2:1][N:12]2[CH2:13][CH:14]([C:21]3[CH:26]=[C:25]([F:27])[CH:24]=[C:23]([F:28])[C:22]=3[F:29])[CH2:15][C:16]2=[O:17])=[C:4]([C:9]#[N:10])[N:5]=[CH:6]1.